This data is from Full USPTO retrosynthesis dataset with 1.9M reactions from patents (1976-2016). The task is: Predict the reactants needed to synthesize the given product. (1) Given the product [C:1]([O:5][C:6]([N:8]1[C:24](=[O:25])[C:23]2[C:13]3[CH:14]=[CH:15][C:16]4[CH:17]=[N:18][C:19]([C:39]5[CH:38]=[CH:37][CH:36]=[C:35]([O:34][CH3:33])[CH:40]=5)=[CH:20][C:21]=4[C:12]=3[N:11]([C:26]([O:28][C:29]([CH3:32])([CH3:31])[CH3:30])=[O:27])[C:10]=2[CH2:9]1)=[O:7])([CH3:4])([CH3:3])[CH3:2], predict the reactants needed to synthesize it. The reactants are: [C:1]([O:5][C:6]([N:8]1[C:24](=[O:25])[C:23]2[C:13]3[CH:14]=[CH:15][C:16]4[CH:17]=[N:18][C:19](Cl)=[CH:20][C:21]=4[C:12]=3[N:11]([C:26]([O:28][C:29]([CH3:32])([CH3:31])[CH3:30])=[O:27])[C:10]=2[CH2:9]1)=[O:7])([CH3:4])([CH3:3])[CH3:2].[CH3:33][O:34][C:35]1[CH:36]=[C:37](B(O)O)[CH:38]=[CH:39][CH:40]=1.C([O-])([O-])=O.[K+].[K+].C(OC(OC(C)(C)C)=O)(OC(C)(C)C)=O. (2) Given the product [C:23]([C:20]1[CH:21]=[CH:22][C:17]([S:14]([NH:13][C:12]2[C:7]([N:5]3[CH:6]=[C:2]([NH:1][C:28](=[O:30])[CH3:29])[CH:3]=[N:4]3)=[N:8][CH:9]=[C:10]([Cl:27])[CH:11]=2)(=[O:15])=[O:16])=[CH:18][CH:19]=1)([CH3:24])([CH3:26])[CH3:25], predict the reactants needed to synthesize it. The reactants are: [NH2:1][C:2]1[CH:3]=[N:4][N:5]([C:7]2[C:12]([NH:13][S:14]([C:17]3[CH:22]=[CH:21][C:20]([C:23]([CH3:26])([CH3:25])[CH3:24])=[CH:19][CH:18]=3)(=[O:16])=[O:15])=[CH:11][C:10]([Cl:27])=[CH:9][N:8]=2)[CH:6]=1.[C:28](Cl)(=[O:30])[CH3:29].C(N(CC)CC)C. (3) Given the product [S:1]1[CH2:6][CH2:5][NH:4][C:3]2[N:7]=[C:8]([CH:11]=[O:12])[CH:9]=[CH:10][C:2]1=2, predict the reactants needed to synthesize it. The reactants are: [S:1]1[CH2:6][CH2:5][NH:4][C:3]2[N:7]=[C:8]([CH2:11][OH:12])[CH:9]=[CH:10][C:2]1=2. (4) The reactants are: [C:1]12([NH:6][C:7]3[N:12]=[C:11]([S:13][CH3:14])[C:10]([C:15]([NH2:17])=[O:16])=[CH:9][N:8]=3)[CH2:5][CH:3]([CH2:4]1)[CH2:2]2.C1(C2[O:26]N2S(C2C=CC=CC=2)(=O)=O)C=CC=CC=1.C(OCC)(=O)C. Given the product [C:1]12([NH:6][C:7]3[N:12]=[C:11]([S:13]([CH3:14])=[O:26])[C:10]([C:15]([NH2:17])=[O:16])=[CH:9][N:8]=3)[CH2:2][CH:3]([CH2:4]1)[CH2:5]2, predict the reactants needed to synthesize it. (5) The reactants are: [Cl:1][C:2]1[CH:9]=[C:6]([CH:7]=O)[C:5]([OH:10])=[CH:4][CH:3]=1.[F:11][C:12]([F:25])([F:24])[C:13]1[CH:14]=[C:15]([CH:17]=[C:18]([C:20]([F:23])([F:22])[F:21])[CH:19]=1)[NH2:16]. Given the product [Cl:1][C:2]1[CH:3]=[CH:4][C:5]([OH:10])=[C:6]([CH:7]=[N:16][C:15]2[CH:17]=[C:18]([C:20]([F:21])([F:22])[F:23])[CH:19]=[C:13]([C:12]([F:11])([F:24])[F:25])[CH:14]=2)[CH:9]=1, predict the reactants needed to synthesize it. (6) Given the product [Cl:17][C:2]1[C:7]([N+:8]([O-:10])=[O:9])=[CH:6][C:5]([C:11]([F:14])([F:13])[F:12])=[CH:4][N:3]=1, predict the reactants needed to synthesize it. The reactants are: O[C:2]1[C:7]([N+:8]([O-:10])=[O:9])=[CH:6][C:5]([C:11]([F:14])([F:13])[F:12])=[CH:4][N:3]=1.P(Cl)(Cl)([Cl:17])=O.N1C2C(=CC=CC=2)C=CC=1.[OH-].[Na+]. (7) Given the product [CH2:16]([O:15][P:13]([CH:11]1[CH:9]([P:4]([O:6][CH2:7][CH3:8])([O:3][CH2:1][CH3:2])=[O:5])[CH2:10][S:30][CH2:12]1)([O:18][CH2:19][CH3:20])=[O:14])[CH3:17], predict the reactants needed to synthesize it. The reactants are: [CH2:1]([O:3][P:4]([C:9]([C:11]([P:13]([O:18][CH2:19][CH3:20])([O:15][CH2:16][CH3:17])=[O:14])=[CH2:12])=[CH2:10])([O:6][CH2:7][CH3:8])=[O:5])[CH3:2].O.O.O.O.O.O.O.O.O.[S-2:30].[Na+].[Na+]. (8) Given the product [O:1]1[C:6]2[CH:7]=[CH:8][C:9]([C:11]3[C:16]([N:17]4[CH:21]=[CH:20][C:19]([N+:22]([O-:24])=[O:23])=[N:18]4)=[CH:15][CH:14]=[C:13]([C:25]([F:26])([F:27])[F:28])[C:12]=3[CH:29]([OH:34])[C:30]([O:32][CH3:33])=[O:31])=[CH:10][C:5]=2[CH2:4][CH2:3][CH2:2]1, predict the reactants needed to synthesize it. The reactants are: [O:1]1[C:6]2[CH:7]=[CH:8][C:9]([C:11]3[C:16]([N:17]4[CH:21]=[CH:20][C:19]([N+:22]([O-:24])=[O:23])=[N:18]4)=[CH:15][CH:14]=[C:13]([C:25]([F:28])([F:27])[F:26])[C:12]=3[C:29](=[O:34])[C:30]([O:32][CH3:33])=[O:31])=[CH:10][C:5]=2[CH2:4][CH2:3][CH2:2]1.[BH4-].[Na+].O.